From a dataset of Reaction yield outcomes from USPTO patents with 853,638 reactions. Predict the reaction yield, written as a fraction of the theoretical maximum amount of product (1.0 means a 100% yield; for example, 0.34 means a 34% yield). (1) The reactants are [Br:1][C:2]1[CH:7]=[CH:6][C:5]([OH:8])=[C:4]([N+:9]([O-:11])=[O:10])[N:3]=1.C(=O)([O-])[O-:13].[K+].[K+].[CH3:18][CH2:19][O:20][CH2:21][CH3:22]. The catalyst is CC(C)=O.BrCC(OCC)=O. The product is [Br:1][C:2]1[N:3]=[C:4]([N+:9]([O-:11])=[O:10])[C:5]([O:8][CH2:18][C:19]([O:20][CH2:21][CH3:22])=[O:13])=[CH:6][CH:7]=1. The yield is 0.890. (2) The reactants are [CH3:1][O:2][C:3]([C@@H:5]1[CH2:9][CH2:8][N:7]([CH2:10][C:11]2[N:20]=[CH:19][C:18]3[C:13](=[CH:14][CH:15]=[C:16]([OH:21])[CH:17]=3)[N:12]=2)[CH2:6]1)=[O:4].[C:35]1(P([C:35]2[CH:40]=[CH:39][CH:38]=[CH:37][CH:36]=2)[C:35]2[CH:40]=[CH:39][CH:38]=[CH:37][CH:36]=2)[CH:40]=[CH:39][CH:38]=[CH:37][CH:36]=1.[C:41]1([CH3:47])[CH:46]=CC=[CH:43][CH:42]=1. The catalyst is C1COCC1. The product is [CH3:1][O:2][C:3]([C@@H:5]1[CH2:9][CH2:8][N:7]([CH2:10][C:11]2[N:20]=[CH:19][C:18]3[C:13](=[CH:14][CH:15]=[C:16]([O:21][CH:38]4[CH2:39][CH2:40][CH:35]([C:41]([CH3:47])([CH3:46])[CH2:42][CH3:43])[CH2:36][CH2:37]4)[CH:17]=3)[N:12]=2)[CH2:6]1)=[O:4]. The yield is 0.800.